This data is from Catalyst prediction with 721,799 reactions and 888 catalyst types from USPTO. The task is: Predict which catalyst facilitates the given reaction. (1) Reactant: [CH2:1]([O:8][C:9]([C:12]1[CH:13]=[C:14]([N:22]2[C:26]([CH:27]([CH:29]3[CH2:34][CH2:33][CH2:32][CH2:31][CH2:30]3)O)=[C:25]([CH3:35])[C:24]([C:36]([O:38][CH2:39][CH3:40])=[O:37])=[C:23]2[CH3:41])[CH:15]=[C:16]([C:18]2([CH3:21])[CH2:20][CH2:19]2)[CH:17]=1)([CH3:11])[CH3:10])[C:2]1[CH:7]=[CH:6][CH:5]=[CH:4][CH:3]=1.C(O)(C(F)(F)F)=O.[SiH](CC)(CC)CC. Product: [CH2:1]([O:8][C:9]([C:12]1[CH:13]=[C:14]([N:22]2[C:26]([CH2:27][CH:29]3[CH2:30][CH2:31][CH2:32][CH2:33][CH2:34]3)=[C:25]([CH3:35])[C:24]([C:36]([O:38][CH2:39][CH3:40])=[O:37])=[C:23]2[CH3:41])[CH:15]=[C:16]([C:18]2([CH3:21])[CH2:20][CH2:19]2)[CH:17]=1)([CH3:11])[CH3:10])[C:2]1[CH:3]=[CH:4][CH:5]=[CH:6][CH:7]=1. The catalyst class is: 2. (2) Reactant: FC(F)(F)C(O)=O.[CH:8]1([C@H:14]([NH:22][C:23]([C:25]2[CH:30]=[CH:29][C:28]([C:31]3[CH:36]=[CH:35][C:34]([F:37])=[C:33]([F:38])[CH:32]=3)=[CH:27][C:26]=2[NH:39][C:40]([NH:42][C:43]2[C:48]([CH3:49])=[CH:47][C:46]([CH3:50])=[CH:45][C:44]=2[CH3:51])=[O:41])=[O:24])[C:15]([O:17]C(C)(C)C)=[O:16])[CH2:13][CH2:12][CH2:11][CH2:10][CH2:9]1. Product: [CH:8]1([C@H:14]([NH:22][C:23]([C:25]2[CH:30]=[CH:29][C:28]([C:31]3[CH:36]=[CH:35][C:34]([F:37])=[C:33]([F:38])[CH:32]=3)=[CH:27][C:26]=2[NH:39][C:40]([NH:42][C:43]2[C:44]([CH3:51])=[CH:45][C:46]([CH3:50])=[CH:47][C:48]=2[CH3:49])=[O:41])=[O:24])[C:15]([OH:17])=[O:16])[CH2:9][CH2:10][CH2:11][CH2:12][CH2:13]1. The catalyst class is: 4. (3) Reactant: [C:1]1([S:7]([N:10]2[CH2:15][CH2:14][O:13][C:12]3[N:16]=[CH:17][C:18]([C:20](Cl)=[O:21])=[CH:19][C:11]2=3)(=[O:9])=[O:8])[CH:6]=[CH:5][CH:4]=[CH:3][CH:2]=1.[C:23]([NH:31][NH2:32])(=O)[C:24]1[CH:29]=[CH:28][CH:27]=[CH:26][CH:25]=1.CCN(C(C)C)C(C)C.CC[N+](S(N=C(OC)[O-])(=O)=O)(CC)CC. Product: [C:24]1([C:23]2[O:21][C:20]([C:18]3[CH:17]=[N:16][C:12]4[O:13][CH2:14][CH2:15][N:10]([S:7]([C:1]5[CH:6]=[CH:5][CH:4]=[CH:3][CH:2]=5)(=[O:9])=[O:8])[C:11]=4[CH:19]=3)=[N:32][N:31]=2)[CH:29]=[CH:28][CH:27]=[CH:26][CH:25]=1. The catalyst class is: 2. (4) Reactant: [C:1]([O:5][C:6]([N:8]1[CH2:14][CH2:13][CH2:12][C:11]2[C:15]([OH:24])=[N:16][C:17]([N:19]([CH2:22][CH3:23])[CH2:20][CH3:21])=[N:18][C:10]=2[CH2:9]1)=[O:7])([CH3:4])([CH3:3])[CH3:2].CCN(CC)CC.[S:32](O[S:32]([C:35]([F:38])([F:37])[F:36])(=[O:34])=[O:33])([C:35]([F:38])([F:37])[F:36])(=[O:34])=[O:33]. Product: [C:1]([O:5][C:6]([N:8]1[CH2:14][CH2:13][CH2:12][C:11]2[C:15]([O:24][S:32]([C:35]([F:38])([F:37])[F:36])(=[O:34])=[O:33])=[N:16][C:17]([N:19]([CH2:20][CH3:21])[CH2:22][CH3:23])=[N:18][C:10]=2[CH2:9]1)=[O:7])([CH3:3])([CH3:4])[CH3:2]. The catalyst class is: 34.